From a dataset of CYP3A4 inhibition data for predicting drug metabolism from PubChem BioAssay. Regression/Classification. Given a drug SMILES string, predict its absorption, distribution, metabolism, or excretion properties. Task type varies by dataset: regression for continuous measurements (e.g., permeability, clearance, half-life) or binary classification for categorical outcomes (e.g., BBB penetration, CYP inhibition). Dataset: cyp3a4_veith. (1) The drug is N[C@@H](CSCc1ccc(I)cc1)C(=O)O. The result is 0 (non-inhibitor). (2) The drug is O=C(CC(NS(=O)(=O)c1ccc(Cl)cc1)c1ccco1)NCc1ccco1. The result is 1 (inhibitor). (3) The compound is O=C(CCN1CCCCC1)N1CCc2c([nH]c3ccccc23)[C@H]1c1cccnc1. The result is 0 (non-inhibitor). (4) The molecule is COc1cccc(-c2ccc3ncnc(NCCN4CCOCC4)c3c2)c1. The result is 1 (inhibitor). (5) The molecule is CC(=O)OCc1c(C(F)(F)F)nn(C)c1Sc1ccccc1. The result is 0 (non-inhibitor). (6) The drug is Cc1cc2ncn(C3CC(=O)N(C)C3=O)c2cc1C. The result is 0 (non-inhibitor).